The task is: Predict the reaction yield, written as a fraction of the theoretical maximum amount of product (1.0 means a 100% yield; for example, 0.34 means a 34% yield).. This data is from Reaction yield outcomes from USPTO patents with 853,638 reactions. (1) The reactants are Cl.[CH:2]1([NH:8][NH2:9])[CH2:7][CH2:6][CH2:5][CH2:4][CH2:3]1.C(O[CH:13]=[C:14]([C:20]#[N:21])[C:15]([O:17][CH2:18][CH3:19])=[O:16])C.C([O-])(=O)C.[Na+]. The catalyst is C(O)C. The product is [CH2:18]([O:17][C:15]([C:14]1[CH:13]=[N:9][N:8]([CH:2]2[CH2:7][CH2:6][CH2:5][CH2:4][CH2:3]2)[C:20]=1[NH2:21])=[O:16])[CH3:19]. The yield is 0.920. (2) The catalyst is C(O)(=O)C. The product is [I:1][C:2]1[CH:3]=[C:4]2[C:8](=[CH:9][CH:10]=1)[NH:7][C:6](=[O:11])[C:5]2=[N:14][NH:13][C:15]([C:17]1[CH:18]=[CH:19][C:20]([NH:23][C:24](=[O:33])[CH2:25][CH2:26][C:27]2[CH:28]=[CH:29][CH:30]=[CH:31][CH:32]=2)=[CH:21][CH:22]=1)=[O:16]. The reactants are [I:1][C:2]1[CH:3]=[C:4]2[C:8](=[CH:9][CH:10]=1)[NH:7][C:6](=[O:11])[C:5]2=O.[NH:13]([C:15]([C:17]1[CH:22]=[CH:21][C:20]([NH:23][C:24](=[O:33])[CH2:25][CH2:26][C:27]2[CH:32]=[CH:31][CH:30]=[CH:29][CH:28]=2)=[CH:19][CH:18]=1)=[O:16])[NH2:14]. The yield is 0.770.